This data is from Full USPTO retrosynthesis dataset with 1.9M reactions from patents (1976-2016). The task is: Predict the reactants needed to synthesize the given product. (1) Given the product [ClH:31].[I:24][C:20]1[CH:19]=[C:18]2[C:23](=[CH:22][CH:21]=1)[N:14]([CH2:13][C@@H:10]1[CH2:11][CH2:12][NH:8][CH2:9]1)[CH:15]=[C:16]([C:26]([O:28][CH2:29][CH3:30])=[O:27])[C:17]2=[O:25], predict the reactants needed to synthesize it. The reactants are: C(OC([N:8]1[CH2:12][CH2:11][C@H:10]([CH2:13][N:14]2[C:23]3[C:18](=[CH:19][C:20]([I:24])=[CH:21][CH:22]=3)[C:17](=[O:25])[C:16]([C:26]([O:28][CH2:29][CH3:30])=[O:27])=[CH:15]2)[CH2:9]1)=O)(C)(C)C.[ClH:31]. (2) Given the product [S:11]1[C:15]2[CH:16]=[CH:17][CH:18]=[CH:19][C:14]=2[N:13]=[C:12]1[CH2:20][N:10]([CH2:20][C:12]1[S:11][C:15]2[CH:16]=[CH:17][CH:18]=[CH:19][C:14]=2[N:13]=1)[C:8]1[CH:7]=[CH:6][C:5]2[NH:1][CH:2]=[N:3][C:4]=2[CH:9]=1, predict the reactants needed to synthesize it. The reactants are: [N:1]1[C:5]2[CH:6]=[CH:7][C:8]([NH2:10])=[CH:9][C:4]=2[NH:3][CH:2]=1.[S:11]1[C:15]2[CH:16]=[CH:17][CH:18]=[CH:19][C:14]=2[N:13]=[C:12]1[CH2:20]Br.C([O-])([O-])=O.[K+].[K+]. (3) Given the product [CH2:11]([O:10][C:8]([CH:5]1[CH2:6][C:7]2[C:25]3[C:24](=[CH:23][CH:22]=[C:21]([O:20][CH3:19])[CH:26]=3)[NH:27][C:2]=2[CH2:3][CH2:4]1)=[O:9])[CH3:12], predict the reactants needed to synthesize it. The reactants are: O=[C:2]1[CH2:7][CH2:6][CH:5]([C:8]([O:10][CH2:11][CH3:12])=[O:9])[CH2:4][CH2:3]1.C([O-])(=O)C.[Na+].Cl.[CH3:19][O:20][C:21]1[CH:26]=[CH:25][C:24]([NH:27]N)=[CH:23][CH:22]=1.O. (4) Given the product [CH:7]1([C:13]([O:15][CH:16]([O:20][N:33]([CH2:3][C:4]([OH:6])=[O:5])[C:31]([CH3:32])=[O:34])[CH:17]([CH3:18])[CH3:19])=[O:14])[CH2:8][CH2:9][CH2:10][CH2:11][CH2:12]1, predict the reactants needed to synthesize it. The reactants are: N([CH2:3][C:4]([OH:6])=[O:5])C.[CH:7]1([C:13]([O:15][CH:16]([O:20]C(ON2C(=O)CCC2=O)=O)[CH:17]([CH3:19])[CH3:18])=[O:14])[CH2:12][CH2:11][CH2:10][CH2:9][CH2:8]1.[C:31](#[N:33])[CH3:32].[OH2:34].